This data is from Forward reaction prediction with 1.9M reactions from USPTO patents (1976-2016). The task is: Predict the product of the given reaction. (1) Given the reactants [C:1]([O:20][C:21]([CH3:24])([CH3:23])[CH3:22])(=[O:19])[CH2:2][CH2:3][CH2:4][CH2:5][CH2:6][CH2:7][CH2:8][CH2:9][CH2:10][CH2:11][CH2:12][CH2:13][CH2:14][CH2:15]C([O-])=O.C([N:27]([CH2:30]C)CC)C.C([O-])=[O:33].[N-]=[N+]=[N-].[Na+], predict the reaction product. The product is: [C:21]([O:20][C:1](=[O:19])[CH2:2][CH2:3][CH2:4][CH2:5][CH2:6][CH2:7][CH2:8][CH2:9][CH2:10][CH2:11][CH2:12][CH2:13][CH2:14][CH2:15][N:27]=[C:30]=[O:33])([CH3:22])([CH3:23])[CH3:24]. (2) Given the reactants C(O)(=O)[C@@H](C1C=CC=CC=1)O.[NH2:12][C@H:13]([CH2:19][C:20]1[CH:25]=[C:24]([F:26])[C:23]([F:27])=[CH:22][C:21]=1[F:28])[CH2:14][C:15]([O:17][CH3:18])=[O:16].C([O-])([O-])=O.[Na+].[Na+], predict the reaction product. The product is: [NH2:12][C@H:13]([CH2:19][C:20]1[CH:25]=[C:24]([F:26])[C:23]([F:27])=[CH:22][C:21]=1[F:28])[CH2:14][C:15]([O:17][CH3:18])=[O:16]. (3) Given the reactants [C:1]1([N:7]2[C:19]3[CH:18]=[CH:17][C:16](B(O)O)=[CH:15][C:14]=3[C:13]3[C:8]2=[CH:9][CH:10]=[CH:11][CH:12]=3)[CH:6]=[CH:5][CH:4]=[CH:3][CH:2]=1.Br[C:24]1[CH:25]=[C:26]([C:30]2[N:35]=[C:34]([C:36]3[CH:41]=[CH:40][CH:39]=[CH:38][CH:37]=3)[N:33]=[C:32]([C:42]3[CH:47]=[CH:46][CH:45]=[CH:44][CH:43]=3)[N:31]=2)[CH:27]=[CH:28][CH:29]=1.P([O-])([O-])([O-])=O.[K+].[K+].[K+].C1(C)C=CC=CC=1P(C1C=CC=CC=1C)C1C=CC=CC=1C, predict the reaction product. The product is: [C:42]1([C:32]2[N:31]=[C:30]([C:26]3[CH:27]=[CH:28][CH:29]=[CH:24][CH:25]=3)[N:35]=[C:34]([C:36]3[CH:41]=[C:40]([C:16]4[CH:17]=[CH:18][C:19]5[N:7]([C:1]6[CH:2]=[CH:3][CH:4]=[CH:5][CH:6]=6)[C:8]6[C:13]([C:14]=5[CH:15]=4)=[CH:12][CH:11]=[CH:10][CH:9]=6)[CH:39]=[CH:38][CH:37]=3)[N:33]=2)[CH:47]=[CH:46][CH:45]=[CH:44][CH:43]=1. (4) Given the reactants [O:1]1[C:6]2[CH:7]=[CH:8][C:9]([CH2:11][NH:12][C@@H:13]3[CH2:18][N:17](C(OC(C)(C)C)=O)[C@H:16]([C:26]([NH:28][C:29]4[C:38]5[C:33](=[CH:34][CH:35]=[C:36]([O:39][CH3:40])[N:37]=5)[N:32]=[CH:31][CH:30]=4)=[O:27])[CH2:15][CH2:14]3)=[CH:10][C:5]=2[O:4][CH2:3][CH2:2]1.C(O)(C(F)(F)F)=O, predict the reaction product. The product is: [O:1]1[C:6]2[CH:7]=[CH:8][C:9]([CH2:11][NH:12][C@@H:13]3[CH2:18][NH:17][C@H:16]([C:26]([NH:28][C:29]4[C:38]5[C:33](=[CH:34][CH:35]=[C:36]([O:39][CH3:40])[N:37]=5)[N:32]=[CH:31][CH:30]=4)=[O:27])[CH2:15][CH2:14]3)=[CH:10][C:5]=2[O:4][CH2:3][CH2:2]1. (5) Given the reactants [F:1][C:2]1[CH:34]=[CH:33][C:5]([O:6][CH:7]2[CH2:12][CH2:11][N:10]([CH2:13][CH:14]3[CH2:19][CH2:18][N:17]([C:20]4([C:26]([O:28]C(C)(C)C)=[O:27])[CH2:25][CH2:24][CH2:23][CH2:22][CH2:21]4)[CH2:16][CH2:15]3)[CH2:9][CH2:8]2)=[C:4]([CH3:35])[CH:3]=1.[ClH:36], predict the reaction product. The product is: [ClH:36].[ClH:36].[F:1][C:2]1[CH:34]=[CH:33][C:5]([O:6][CH:7]2[CH2:8][CH2:9][N:10]([CH2:13][CH:14]3[CH2:19][CH2:18][N:17]([C:20]4([C:26]([OH:28])=[O:27])[CH2:21][CH2:22][CH2:23][CH2:24][CH2:25]4)[CH2:16][CH2:15]3)[CH2:11][CH2:12]2)=[C:4]([CH3:35])[CH:3]=1. (6) Given the reactants [Cl:1][C:2]1[CH:10]=[CH:9][CH:8]=[C:7]([CH3:11])[C:3]=1[C:4]([OH:6])=O.Cl.CN(C)CCCN=C=NCC.O.ON1C2C=CC=CC=2N=N1.Cl.[CH2:36]([O:38][C:39](=[O:61])[C@@H:40]([NH2:60])[CH2:41][C:42]1[CH:47]=[CH:46][C:45]([N:48]2[C:56](=[O:57])[C:55]3[C:50](=[CH:51][CH:52]=[CH:53][C:54]=3[CH3:58])[C:49]2=[O:59])=[CH:44][CH:43]=1)[CH3:37], predict the reaction product. The product is: [CH2:36]([O:38][C:39](=[O:61])[C@@H:40]([NH:60][C:4](=[O:6])[C:3]1[C:7]([CH3:11])=[CH:8][CH:9]=[CH:10][C:2]=1[Cl:1])[CH2:41][C:42]1[CH:43]=[CH:44][C:45]([N:48]2[C:56](=[O:57])[C:55]3[C:50](=[CH:51][CH:52]=[CH:53][C:54]=3[CH3:58])[C:49]2=[O:59])=[CH:46][CH:47]=1)[CH3:37]. (7) Given the reactants [Br:1][C:2]1[CH:12]=[CH:11][C:5]([C:6]([O:8][CH2:9][CH3:10])=[O:7])=[CH:4][C:3]=1[OH:13].C(=O)([O-])[O-].[K+].[K+].Cl.Cl[CH2:22][CH2:23][N:24]1[CH2:29][CH2:28][O:27][CH2:26][CH2:25]1, predict the reaction product. The product is: [O:27]1[CH2:28][CH2:29][N:24]([CH2:23][CH2:22][O:13][C:3]2[CH:4]=[C:5]([CH:11]=[CH:12][C:2]=2[Br:1])[C:6]([O:8][CH2:9][CH3:10])=[O:7])[CH2:25][CH2:26]1. (8) Given the reactants [CH3:1][C:2]([S:9][S:10][CH3:11])([CH3:8])[CH2:3][CH2:4][C:5]([OH:7])=O.C(N=C=NC(C)C)(C)C.O.ON1C2C=CC=CC=2N=N1.[N:32]1([CH2:38][CH2:39][O:40][C:41]2[CH:46]=[C:45]([CH2:47][OH:48])[N:44]=[C:43]([CH2:49][OH:50])[CH:42]=2)[CH2:37][CH2:36][NH:35][CH2:34][CH2:33]1, predict the reaction product. The product is: [CH3:8][C:2]([S:9][S:10][CH3:11])([CH3:1])[CH2:3][CH2:4][C:5]([N:35]1[CH2:36][CH2:37][N:32]([CH2:38][CH2:39][O:40][C:41]2[CH:46]=[C:45]([CH2:47][OH:48])[N:44]=[C:43]([CH2:49][OH:50])[CH:42]=2)[CH2:33][CH2:34]1)=[O:7]. (9) Given the reactants [CH3:1][N:2]([CH3:33])[C:3]([N:5]1[CH:9]([C:10]2[CH:15]=[CH:14][CH:13]=[C:12]([O:16][CH2:17][C:18]3[CH:23]=[CH:22][CH:21]=[CH:20][CH:19]=3)[CH:11]=2)[CH:8]2[CH2:24][O:25][C:26]3[CH:27]=[CH:28][C:29]([F:32])=[CH:30][C:31]=3[C:7]2=[N:6]1)=[O:4].[CH3:34][N:35]([CH3:40])[CH2:36]CNC, predict the reaction product. The product is: [CH3:34][N:35]([CH3:40])[CH2:36][CH2:1][N:2]([CH3:33])[C:3]([N:5]1[CH:9]([C:10]2[CH:15]=[CH:14][CH:13]=[C:12]([O:16][CH2:17][C:18]3[CH:23]=[CH:22][CH:21]=[CH:20][CH:19]=3)[CH:11]=2)[CH:8]2[CH2:24][O:25][C:26]3[CH:27]=[CH:28][C:29]([F:32])=[CH:30][C:31]=3[C:7]2=[N:6]1)=[O:4].